The task is: Predict the reactants needed to synthesize the given product.. This data is from Full USPTO retrosynthesis dataset with 1.9M reactions from patents (1976-2016). (1) The reactants are: [Br:1][C:2]1[CH:3]=[CH:4][C:5]([O:15][CH2:16][C:17]2[CH:22]=[CH:21][C:20]([Cl:23])=[CH:19][CH:18]=2)=[C:6]([CH2:8][N:9]2[CH2:13][CH2:12][CH:11]([NH2:14])[CH2:10]2)[CH:7]=1.CCN(CC)CC.[Cl:31][CH2:32][C:33](Cl)=[O:34]. Given the product [Br:1][C:2]1[CH:3]=[CH:4][C:5]([O:15][CH2:16][C:17]2[CH:18]=[CH:19][C:20]([Cl:23])=[CH:21][CH:22]=2)=[C:6]([CH2:8][N:9]2[CH2:13][CH2:12][CH:11]([NH:14][C:33](=[O:34])[CH2:32][Cl:31])[CH2:10]2)[CH:7]=1, predict the reactants needed to synthesize it. (2) Given the product [Cl:1][C:2]1[C:10]([C:11]#[N:12])=[CH:9][CH:8]=[C:7]2[C:3]=1[CH:4]=[C:5]([CH:22]([F:23])[F:24])[N:6]2[CH:13]([CH3:21])[C:14]([OH:16])=[O:15], predict the reactants needed to synthesize it. The reactants are: [Cl:1][C:2]1[C:10]([C:11]#[N:12])=[CH:9][CH:8]=[C:7]2[C:3]=1[CH:4]=[C:5]([CH:22]([F:24])[F:23])[N:6]2[CH:13]([CH3:21])[C:14]([O:16]C(C)(C)C)=[O:15].C(O)(C(F)(F)F)=O.